From a dataset of Catalyst prediction with 721,799 reactions and 888 catalyst types from USPTO. Predict which catalyst facilitates the given reaction. (1) Reactant: CCCC[N+](CCCC)(CCCC)CCCC.[F-:18].[Cl:19][C:20]1[CH:21]=[CH:22][C:23]([O:28][CH2:29][C:30]([CH2:32]I)=[CH2:31])=[C:24]([CH:27]=1)[CH:25]=[O:26]. Product: [Cl:19][C:20]1[CH:21]=[CH:22][C:23]([O:28][CH2:29][C:30]([CH2:32][F:18])=[CH2:31])=[C:24]([CH:27]=1)[CH:25]=[O:26]. The catalyst class is: 1. (2) Reactant: [H-].[Na+].[Cl:3][C:4]1[CH:12]=[CH:11][C:10]2[NH:9][C:8]3[CH2:13][CH2:14][N:15]([CH3:18])[CH2:16][CH2:17][C:7]=3[C:6]=2[CH:5]=1.[O:19]1[CH2:21][CH:20]1[C:22]1[CH:23]=[N:24][CH:25]=[CH:26][CH:27]=1. Product: [Cl:3][C:4]1[CH:12]=[CH:11][C:10]2[N:9]([CH2:21][CH:20]([C:22]3[CH:23]=[N:24][CH:25]=[CH:26][CH:27]=3)[OH:19])[C:8]3[CH2:13][CH2:14][N:15]([CH3:18])[CH2:16][CH2:17][C:7]=3[C:6]=2[CH:5]=1. The catalyst class is: 3.